This data is from Full USPTO retrosynthesis dataset with 1.9M reactions from patents (1976-2016). The task is: Predict the reactants needed to synthesize the given product. (1) Given the product [CH3:2][N:3]1[CH2:8][CH2:7][N:6]([CH2:9][C:10]2[CH:11]=[CH:12][C:13]([NH:16][C:54]([C:47]3[C:48]4[N:49]=[CH:50][CH:51]=[N:52][C:53]=4[C:44]([C:42]4[C:41]5[CH:57]=[CH:58][CH:59]=[CH:60][C:40]=5[S:39][CH:43]=4)=[CH:45][CH:46]=3)=[O:55])=[N:14][CH:15]=2)[CH2:5][CH2:4]1, predict the reactants needed to synthesize it. The reactants are: Cl.[CH3:2][N:3]1[CH2:8][CH2:7][N:6]([CH2:9][C:10]2[CH:11]=[CH:12][C:13]([NH2:16])=[N:14][CH:15]=2)[CH2:5][CH2:4]1.CN(C(ON1N=NC2C=CC=CC1=2)=[N+](C)C)C.[B-](F)(F)(F)F.[S:39]1[CH:43]=[C:42]([C:44]2[C:53]3[N:52]=[CH:51][CH:50]=[N:49][C:48]=3[C:47]([C:54](O)=[O:55])=[CH:46][CH:45]=2)[C:41]2[CH:57]=[CH:58][CH:59]=[CH:60][C:40]1=2.S1C2C=CC=CC=2C(B(O)O)=C1. (2) The reactants are: FC(F)(F)COC(=O)OCC(F)(F)F.FC(F)(F)C[NH:18][C:19](=[O:38])[O:20][CH2:21][CH:22]1[CH:27]=[CH:26][CH2:25][CH:24]([CH2:28][O:29][C:30](=[O:37])[NH:31]CC(F)(F)F)[CH2:23]1. Given the product [C:30](=[O:37])([O:29][CH2:28][CH:24]1[CH:25]=[CH:26][CH2:27][CH:22]([CH2:21][O:20][C:19](=[O:38])[NH2:18])[CH2:23]1)[NH2:31], predict the reactants needed to synthesize it. (3) Given the product [CH2:1]([O:3][C:4]([CH2:6][CH2:7][N:8]1[CH2:13][CH2:12][N:11]2[N:14]=[C:15]([C:17]([OH:19])=[O:18])[CH:16]=[C:10]2[C:9]1=[O:27])=[O:5])[CH3:2], predict the reactants needed to synthesize it. The reactants are: [CH2:1]([O:3][C:4]([CH2:6][CH2:7][N:8]1[CH2:13][CH2:12][N:11]2[N:14]=[C:15]([C:17]([O:19]CC3C=CC=CC=3)=[O:18])[CH:16]=[C:10]2[C:9]1=[O:27])=[O:5])[CH3:2].CO.C(Cl)Cl. (4) Given the product [CH:1]1([CH:7]([NH:25][C:26]2[CH:27]=[CH:28][C:29]([C:58]([N:36]([CH3:35])[CH2:37][CH2:38][C:39]([OH:41])=[O:40])=[O:57])=[CH:33][CH:34]=2)[C:8]2[CH:12]=[C:11]([C:13]3[CH:14]=[N:15][C:16]([O:19][CH2:20][CH2:21][O:22][CH3:23])=[CH:17][CH:18]=3)[O:10][C:9]=2[CH3:24])[CH2:6][CH2:5][CH2:4][CH2:3][CH2:2]1, predict the reactants needed to synthesize it. The reactants are: [CH:1]1([CH:7]([NH:25][C:26]2[CH:34]=[CH:33][C:29](C(O)=O)=[CH:28][CH:27]=2)[C:8]2[CH:12]=[C:11]([C:13]3[CH:14]=[N:15][C:16]([O:19][CH2:20][CH2:21][O:22][CH3:23])=[CH:17][CH:18]=3)[O:10][C:9]=2[CH3:24])[CH2:6][CH2:5][CH2:4][CH2:3][CH2:2]1.[CH3:35][NH:36][CH2:37][CH2:38][C:39]([O:41]CC)=[O:40].Cl.C(N=C=NCCCN(C)C)C.O.[OH:57][C:58]1C2N=NNC=2C=CC=1. (5) Given the product [C:23]1([C:18]2[O:17][C:16]([NH:15][C:2]3[C:7]4[C:8]5[CH2:14][CH2:13][CH2:12][CH2:11][C:9]=5[Se:10][C:6]=4[N:5]=[CH:4][N:3]=3)=[C:20]([C:21]#[N:22])[CH:19]=2)[CH:24]=[CH:25][CH:26]=[CH:27][CH:28]=1, predict the reactants needed to synthesize it. The reactants are: Cl[C:2]1[C:7]2[C:8]3[CH2:14][CH2:13][CH2:12][CH2:11][C:9]=3[Se:10][C:6]=2[N:5]=[CH:4][N:3]=1.[NH2:15][C:16]1[O:17][C:18]([C:23]2[CH:28]=[CH:27][CH:26]=[CH:25][CH:24]=2)=[CH:19][C:20]=1[C:21]#[N:22].[OH-].[Na+].